From a dataset of Catalyst prediction with 721,799 reactions and 888 catalyst types from USPTO. Predict which catalyst facilitates the given reaction. (1) The catalyst class is: 1. Product: [CH3:19][N:11]([CH2:12][C:13]1[CH:14]=[CH:15][N:16]=[CH:17][CH:18]=1)[C:8]1[N:9]=[CH:10][C:5]([C:3]2[N:4]=[C:22]([C:21]([F:32])([F:31])[F:20])[O:1][N:2]=2)=[CH:6][N:7]=1. Reactant: [OH:1][N:2]=[C:3]([C:5]1[CH:6]=[N:7][C:8]([N:11]([CH3:19])[CH2:12][C:13]2[CH:18]=[CH:17][N:16]=[CH:15][CH:14]=2)=[N:9][CH:10]=1)[NH2:4].[F:20][C:21]([F:32])([F:31])[C:22](O[C:22](=O)[C:21]([F:32])([F:31])[F:20])=O. (2) Reactant: Cl[C:2]1[N:7]=[C:6]([C:8]2[N:9](C(OC(C)(C)C)=O)[C:10]3[C:15]([CH:16]=2)=[CH:14][CH:13]=[CH:12][CH:11]=3)[CH:5]=[C:4]([C:24]2[C:25]([N:44]([CH3:49])[S:45]([CH3:48])(=[O:47])=[O:46])=[CH:26][C:27]3[O:31][C:30]([C:32]4[CH:37]=[CH:36][C:35]([F:38])=[CH:34][CH:33]=4)=[C:29]([C:39](=[O:42])[NH:40][CH3:41])[C:28]=3[CH:43]=2)[N:3]=1.[O:50]([CH3:52])[Na].O. Product: [NH:9]1[C:10]2[C:15](=[CH:14][CH:13]=[CH:12][CH:11]=2)[CH:16]=[C:8]1[C:6]1[N:7]=[C:2]([O:50][CH3:52])[N:3]=[C:4]([C:24]2[C:25]([N:44]([CH3:49])[S:45]([CH3:48])(=[O:46])=[O:47])=[CH:26][C:27]3[O:31][C:30]([C:32]4[CH:33]=[CH:34][C:35]([F:38])=[CH:36][CH:37]=4)=[C:29]([C:39]([NH:40][CH3:41])=[O:42])[C:28]=3[CH:43]=2)[CH:5]=1. The catalyst class is: 5. (3) Reactant: [Cl:1][C:2]1[C:7]([NH:8][S:9]([C:12]2[CH:17]=[CH:16][C:15]([F:18])=[CH:14][C:13]=2[F:19])(=[O:11])=[O:10])=[C:6]([CH3:20])[C:5](B2OC(C)(C)C(C)(C)O2)=[CH:4][N:3]=1.Cl[C:31]1[C:36]([F:37])=[CH:35][N:34]=[C:33]([NH:38][C:39]2[CH:44]=[CH:43][N:42]=[C:41]([CH3:45])[N:40]=2)[CH:32]=1.CC(C1C=C(C(C)C)C(C2C=CC=CC=2P(C2CCCCC2)C2CCCCC2)=C(C(C)C)C=1)C.[O-]P([O-])([O-])=O.[K+].[K+].[K+]. Product: [Cl:1][C:2]1[N:3]=[CH:4][C:5]([C:31]2[C:36]([F:37])=[CH:35][N:34]=[C:33]([NH:38][C:39]3[CH:44]=[CH:43][N:42]=[C:41]([CH3:45])[N:40]=3)[CH:32]=2)=[C:6]([CH3:20])[C:7]=1[NH:8][S:9]([C:12]1[CH:17]=[CH:16][C:15]([F:18])=[CH:14][C:13]=1[F:19])(=[O:10])=[O:11]. The catalyst class is: 12. (4) Reactant: [NH2:1][C:2]1[CH:11]=[C:10]2[C:5]([CH:6]([C:13]3[CH:18]=[CH:17][C:16]([Cl:19])=[C:15]([Cl:20])[CH:14]=3)[CH2:7][CH2:8][C:9]2=[O:12])=[CH:4][CH:3]=1.C(N(CC)CC)C.[C:28](OC(=O)C)(=[O:30])[CH3:29]. Product: [Cl:20][C:15]1[CH:14]=[C:13]([CH:6]2[CH2:7][CH2:8][C:9](=[O:12])[C:10]3[CH:11]=[C:2]([NH:1][C:28](=[O:30])[CH3:29])[CH:3]=[CH:4][C:5]2=3)[CH:18]=[CH:17][C:16]=1[Cl:19]. The catalyst class is: 34. (5) Reactant: [F:1][C:2]1[CH:3]=[C:4]([C:11]2[CH:16]=[CH:15][C:14]([NH:17][CH2:18][CH:19]3[CH2:24][CH2:23][N:22]([CH2:25][C:26]([F:29])([CH3:28])[CH3:27])[CH2:21][CH2:20]3)=[CH:13][CH:12]=2)[CH:5]=[CH:6][C:7]=1C(O)=O.CCN=C=N[CH2:35][CH2:36][CH2:37][N:38]([CH3:40])[CH3:39].C1C=CC2N([OH:50])N=NC=2C=1.CCN(C(C)C)C(C)C.N1CCC[C@H]1[C:65]([NH2:67])=[O:66]. Product: [F:1][C:2]1[CH:7]=[CH:6][CH:5]=[C:4]([C:11]2[CH:12]=[CH:13][C:14]([NH:17][CH2:18][CH:19]3[CH2:24][CH2:23][N:22]([CH2:25][C:26]([F:29])([CH3:28])[CH3:27])[CH2:21][CH2:20]3)=[CH:15][CH:16]=2)[C:3]=1[C:40]([N:38]1[CH2:37][CH2:36][CH2:35][C@H:39]1[C:65]([NH2:67])=[O:66])=[O:50]. The catalyst class is: 18. (6) Reactant: C(OC(=O)[NH:10][CH:11]([C:13]1[N:14]=[C:15]2[CH:20]=[CH:19][CH:18]=[N:17][N:16]2[C:21]=1[C:22]1[CH:27]=[CH:26][CH:25]=[CH:24][N:23]=1)[CH3:12])C1C=CC=CC=1.CSC. Product: [N:23]1[CH:24]=[CH:25][CH:26]=[CH:27][C:22]=1[C:21]1[N:16]2[N:17]=[CH:18][CH:19]=[CH:20][C:15]2=[N:14][C:13]=1[CH:11]([NH2:10])[CH3:12]. The catalyst class is: 67. (7) Reactant: [NH2:1][C:2]1[C:14]([Br:15])=[CH:13][CH:12]=[CH:11][C:3]=1[C:4]([NH:6][CH2:7][CH2:8][O:9][CH3:10])=[O:5].[CH:16](OC)(OC)OC.Cl.O1CCOCC1.C(=O)(O)[O-].[Na+]. Product: [Br:15][C:14]1[CH:13]=[CH:12][CH:11]=[C:3]2[C:2]=1[N:1]=[CH:16][N:6]([CH2:7][CH2:8][O:9][CH3:10])[C:4]2=[O:5]. The catalyst class is: 37. (8) Product: [OH:1][C@H:2]1[CH2:7][CH2:6][C@H:5]([NH:8][C:9]([C:11]2[C:19]3[C:14](=[N:15][CH:16]=[C:17]([C:20]4[C:28]5[C:23](=[CH:24][C:25]([Cl:29])=[CH:26][CH:27]=5)[N:22]([CH3:30])[N:21]=4)[N:18]=3)[NH:13][CH:12]=2)=[O:10])[CH2:4][CH2:3]1. Reactant: [OH:1][C@H:2]1[CH2:7][CH2:6][C@H:5]([NH:8][C:9]([C:11]2[C:19]3[C:14](=[N:15][CH:16]=[C:17]([C:20]4[C:28]5[C:23](=[CH:24][C:25]([Cl:29])=[CH:26][CH:27]=5)[N:22]([CH3:30])[N:21]=4)[N:18]=3)[N:13](COCC[Si](C)(C)C)[CH:12]=2)=[O:10])[CH2:4][CH2:3]1.FC(F)(F)C(O)=O.C(N)CN. The catalyst class is: 4. (9) Reactant: C([O-])=O.[NH4+].C([O:12][C:13]1[CH:18]=C(OCC2C=CC=CC=2)[C:16]([C:27]2[CH:32]=[CH:31][CH:30]=[CH:29][CH:28]=2)=[CH:15][C:14]=1[C:33]1[O:37]N=[C:35]([CH3:38])[C:34]=1[C:39]1[CH:44]=[CH:43][C:42]([O:45][CH3:46])=[CH:41][CH:40]=1)C1C=CC=CC=1.C(OCC)(=O)C.[CH3:53][OH:54]. Product: [OH:54][C:53]1[CH:18]=[C:13]2[C:14]([C:33](=[O:37])[C:34]([C:39]3[CH:44]=[CH:43][C:42]([O:45][CH3:46])=[CH:41][CH:40]=3)=[C:35]([CH3:38])[O:12]2)=[CH:15][C:16]=1[C:27]1[CH:32]=[CH:31][CH:30]=[CH:29][CH:28]=1. The catalyst class is: 45. (10) Reactant: Cl[C:2]1[C:7]2[N:8]=[CH:9][N:10]([N:11]([CH3:13])[CH3:12])[C:6]=2[C:5]([CH3:14])=[C:4]([CH3:15])[N:3]=1.[CH3:16][O:17][C:18]1[CH:25]=[CH:24][C:21]([CH2:22][NH2:23])=[CH:20][CH:19]=1.Cl.N1C=CC=CC=1. Product: [CH3:16][O:17][C:18]1[CH:25]=[CH:24][C:21]([CH2:22][NH:23][C:2]2[C:7]3[N:8]=[CH:9][N:10]([N:11]([CH3:13])[CH3:12])[C:6]=3[C:5]([CH3:14])=[C:4]([CH3:15])[N:3]=2)=[CH:20][CH:19]=1. The catalyst class is: 836.